Dataset: NCI-60 drug combinations with 297,098 pairs across 59 cell lines. Task: Regression. Given two drug SMILES strings and cell line genomic features, predict the synergy score measuring deviation from expected non-interaction effect. (1) Synergy scores: CSS=6.50, Synergy_ZIP=-3.70, Synergy_Bliss=-0.768, Synergy_Loewe=-1.09, Synergy_HSA=0.599. Drug 2: CCN(CC)CCCC(C)NC1=C2C=C(C=CC2=NC3=C1C=CC(=C3)Cl)OC. Cell line: NCI-H322M. Drug 1: CN1C2=C(C=C(C=C2)N(CCCl)CCCl)N=C1CCCC(=O)O.Cl. (2) Drug 1: C#CCC(CC1=CN=C2C(=N1)C(=NC(=N2)N)N)C3=CC=C(C=C3)C(=O)NC(CCC(=O)O)C(=O)O. Drug 2: C1C(C(OC1N2C=NC3=C2NC=NCC3O)CO)O. Cell line: COLO 205. Synergy scores: CSS=12.9, Synergy_ZIP=-4.82, Synergy_Bliss=-1.99, Synergy_Loewe=13.8, Synergy_HSA=-2.39. (3) Drug 1: C1CN1C2=NC(=NC(=N2)N3CC3)N4CC4. Drug 2: B(C(CC(C)C)NC(=O)C(CC1=CC=CC=C1)NC(=O)C2=NC=CN=C2)(O)O. Cell line: SK-OV-3. Synergy scores: CSS=43.0, Synergy_ZIP=-4.81, Synergy_Bliss=-1.85, Synergy_Loewe=-4.97, Synergy_HSA=0.720. (4) Drug 1: CC(C1=C(C=CC(=C1Cl)F)Cl)OC2=C(N=CC(=C2)C3=CN(N=C3)C4CCNCC4)N. Drug 2: CCC1(CC2CC(C3=C(CCN(C2)C1)C4=CC=CC=C4N3)(C5=C(C=C6C(=C5)C78CCN9C7C(C=CC9)(C(C(C8N6C)(C(=O)OC)O)OC(=O)C)CC)OC)C(=O)OC)O.OS(=O)(=O)O. Cell line: SK-OV-3. Synergy scores: CSS=41.4, Synergy_ZIP=0.726, Synergy_Bliss=3.64, Synergy_Loewe=-8.95, Synergy_HSA=3.59. (5) Drug 1: C1CN1P(=S)(N2CC2)N3CC3. Drug 2: CCC1=C2CN3C(=CC4=C(C3=O)COC(=O)C4(CC)O)C2=NC5=C1C=C(C=C5)O. Cell line: BT-549. Synergy scores: CSS=22.3, Synergy_ZIP=-4.85, Synergy_Bliss=0.483, Synergy_Loewe=2.50, Synergy_HSA=3.45. (6) Drug 1: CN(C)C1=NC(=NC(=N1)N(C)C)N(C)C. Drug 2: CC1CCCC2(C(O2)CC(NC(=O)CC(C(C(=O)C(C1O)C)(C)C)O)C(=CC3=CSC(=N3)C)C)C. Cell line: DU-145. Synergy scores: CSS=-6.53, Synergy_ZIP=2.03, Synergy_Bliss=0.935, Synergy_Loewe=-4.59, Synergy_HSA=-3.24.